From a dataset of Forward reaction prediction with 1.9M reactions from USPTO patents (1976-2016). Predict the product of the given reaction. (1) Given the reactants Br[C:2]1[N:6]2[CH:7]=[CH:8][C:9]([C:11]3[CH:16]=[CH:15][CH:14]=[CH:13][CH:12]=3)=[CH:10][C:5]2=[N:4][CH:3]=1.[S:17]1[CH:21]=[CH:20][N:19]=[CH:18]1.CC([O-])=O.[K+].CN(C)C(=O)C, predict the reaction product. The product is: [C:11]1([C:9]2[CH:8]=[CH:7][N:6]3[C:2]([C:21]4[S:17][CH:18]=[N:19][CH:20]=4)=[CH:3][N:4]=[C:5]3[CH:10]=2)[CH:16]=[CH:15][CH:14]=[CH:13][CH:12]=1. (2) Given the reactants [Cl:1][C:2]1[C:10]([C:11]([C:14]#[N:15])([CH3:13])[CH3:12])=[CH:9][CH:8]=[CH:7][C:3]=1[C:4]([OH:6])=O.CN(C)C=O.[NH2:21][C:22]1[CH:23]=[CH:24][C:25]([F:42])=[C:26]([CH:41]=1)[O:27][C:28]1[N:33]=[C:32]2[S:34][C:35]([NH:37][C:38](=[O:40])[CH3:39])=[N:36][C:31]2=[CH:30][CH:29]=1.O, predict the reaction product. The product is: [C:38]([NH:37][C:35]1[S:34][C:32]2[C:31]([N:36]=1)=[CH:30][CH:29]=[C:28]([O:27][C:26]1[CH:41]=[C:22]([NH:21][C:4](=[O:6])[C:3]3[CH:7]=[CH:8][CH:9]=[C:10]([C:11]([C:14]#[N:15])([CH3:13])[CH3:12])[C:2]=3[Cl:1])[CH:23]=[CH:24][C:25]=1[F:42])[N:33]=2)(=[O:40])[CH3:39].